This data is from Full USPTO retrosynthesis dataset with 1.9M reactions from patents (1976-2016). The task is: Predict the reactants needed to synthesize the given product. (1) The reactants are: [CH3:1][O:2][C:3]([C:5]1[C:6]2[C:7](=[O:17])[C:8]([NH2:16])=[CH:9][O:10][C:11]=2[C:12]([F:15])=[CH:13][CH:14]=1)=[O:4].[ClH:18]. Given the product [ClH:18].[CH3:1][O:2][C:3]([C:5]1[C:6]2[CH:7]([OH:17])[CH:8]([NH2:16])[CH2:9][O:10][C:11]=2[C:12]([F:15])=[CH:13][CH:14]=1)=[O:4], predict the reactants needed to synthesize it. (2) Given the product [Cl:13][CH2:12][C@H:11]([CH3:14])[CH2:10][O:8][C:5]1[CH:6]=[CH:7][C:2]([F:1])=[CH:3][CH:4]=1, predict the reactants needed to synthesize it. The reactants are: [F:1][C:2]1[CH:7]=[CH:6][C:5]([OH:8])=[CH:4][CH:3]=1.Br[CH2:10][C@@H:11]([CH3:14])[CH2:12][Cl:13]. (3) Given the product [C:1]([C:3]1[CH:4]=[C:5]([C:16]2[CH:21]=[CH:20][N:19]=[C:18]3[NH:22][C:23]([C:25]4[CH:26]=[C:27]5[C:31](=[CH:32][CH:33]=4)[N:30]([C:34]([O:36][C:37]([CH3:40])([CH3:39])[CH3:38])=[O:35])[CH:29]=[CH:28]5)=[CH:24][C:17]=23)[CH:6]=[CH:7][C:8]=1[O:9][CH:10]1[CH2:15][CH2:14][O:13][CH2:12][CH2:11]1)#[N:2].[NH:30]1[C:31]2[C:27](=[CH:26][C:25]([C:23]3[NH:22][C:18]4=[N:19][CH:20]=[CH:21][C:16]([C:5]5[CH:6]=[CH:7][C:8]([O:9][CH:10]6[CH2:15][CH2:14][O:13][CH2:12][CH2:11]6)=[C:3]([CH:4]=5)[C:1]#[N:2])=[C:17]4[CH:24]=3)=[CH:33][CH:32]=2)[CH:28]=[CH:29]1, predict the reactants needed to synthesize it. The reactants are: [C:1]([C:3]1[CH:4]=[C:5]([C:16]2[CH:21]=[CH:20][N:19]=[C:18]3[N:22](S(C4C=CC=CC=4)(=O)=O)[C:23]([C:25]4[CH:26]=[C:27]5[C:31](=[CH:32][CH:33]=4)[N:30]([C:34]([O:36][C:37]([CH3:40])([CH3:39])[CH3:38])=[O:35])[CH:29]=[CH:28]5)=[CH:24][C:17]=23)[CH:6]=[CH:7][C:8]=1[O:9][CH:10]1[CH2:15][CH2:14][O:13][CH2:12][CH2:11]1)#[N:2].C(=O)([O-])[O-].[Cs+].[Cs+].O.